This data is from Forward reaction prediction with 1.9M reactions from USPTO patents (1976-2016). The task is: Predict the product of the given reaction. (1) Given the reactants O([C:9]([O:11][C:12]([CH3:15])([CH3:14])[CH3:13])=[O:10])[C:9]([O:11][C:12]([CH3:15])([CH3:14])[CH3:13])=[O:10].[Br:16][C:17]1[CH:18]=[C:19]2[C:24](=[CH:25][CH:26]=1)[CH2:23][C@H:22]([NH2:27])[CH2:21][CH2:20]2.C(N(CC)CC)C, predict the reaction product. The product is: [Br:16][C:17]1[CH:18]=[C:19]2[C:24](=[CH:25][CH:26]=1)[CH2:23][C@H:22]([NH:27][C:9](=[O:10])[O:11][C:12]([CH3:13])([CH3:14])[CH3:15])[CH2:21][CH2:20]2. (2) Given the reactants [O:1]1[C:5]2[CH:6]=[CH:7][C:8]([C:10]3([C:13]([NH:15][C:16]4[CH:17]=[C:18]5[C:22](=[CH:23][CH:24]=4)[NH:21][C:20]([C:25]([CH3:28])([CH3:27])[CH3:26])=[CH:19]5)=[O:14])[CH2:12][CH2:11]3)=[CH:9][C:4]=2[O:3][CH2:2]1.[H-].[Na+].[CH3:31][S:32](Cl)(=[O:34])=[O:33].O, predict the reaction product. The product is: [O:1]1[C:5]2[CH:6]=[CH:7][C:8]([C:10]3([C:13]([NH:15][C:16]4[CH:17]=[C:18]5[C:22](=[CH:23][CH:24]=4)[NH:21][C:20]([C:25]([CH3:28])([CH3:27])[CH3:26])=[C:19]5[S:32]([CH3:31])(=[O:34])=[O:33])=[O:14])[CH2:12][CH2:11]3)=[CH:9][C:4]=2[O:3][CH2:2]1. (3) Given the reactants [N:1]1[O:2][N:3]=[C:4]2[CH:9]=[C:8]([C:10]3[O:14][C:13]([CH3:16])([CH3:15])[C:12](=[O:17])[CH:11]=3)[CH:7]=[CH:6][C:5]=12.C1C(=O)N([Br:25])C(=O)C1, predict the reaction product. The product is: [N:1]1[O:2][N:3]=[C:4]2[CH:9]=[C:8]([C:10]3[O:14][C:13]([CH3:15])([CH3:16])[C:12](=[O:17])[C:11]=3[Br:25])[CH:7]=[CH:6][C:5]=12. (4) Given the reactants [Br:1][C:2]1[C:14]2[NH:13][C:12]3[C:7](=[CH:8][CH:9]=[CH:10][CH:11]=3)[C:6]=2[CH:5]=[CH:4][CH:3]=1.[H-].[Na+].I[C:18]1[CH:23]=[CH:22][CH:21]=[CH:20][C:19]=1[S:24](Cl)(=[O:26])=[O:25], predict the reaction product. The product is: [C:19]1([S:24]([N:13]2[C:14]3[C:2]([Br:1])=[CH:3][CH:4]=[CH:5][C:6]=3[C:7]3[C:12]2=[CH:11][CH:10]=[CH:9][CH:8]=3)(=[O:26])=[O:25])[CH:20]=[CH:21][CH:22]=[CH:23][CH:18]=1. (5) Given the reactants [O:1]1[CH2:5][CH2:4][O:3][C:2]21[C@H:10]1[CH2:11][CH2:12][C@@H:6]2[CH2:7][C:8](=[O:13])[CH2:9]1.C([O-])(O)=O.[Na+], predict the reaction product. The product is: [O:1]1[CH2:5][CH2:4][O:3][C:2]21[C@H:6]1[CH2:12][CH2:11][C@@H:10]2[CH2:9][CH:8]([OH:13])[CH2:7]1.